This data is from Reaction yield outcomes from USPTO patents with 853,638 reactions. The task is: Predict the reaction yield, written as a fraction of the theoretical maximum amount of product (1.0 means a 100% yield; for example, 0.34 means a 34% yield). (1) The reactants are N1C=CC=CC=1.[OH-].[K+].[Br:9][C:10]1[C:15]([F:16])=[CH:14][C:13]([S:17](Cl)(=[O:19])=[O:18])=[C:12]([F:21])[CH:11]=1.[CH3:22][C:23]1[CH:24]=[C:25]([CH:27]=[C:28]([CH3:37])[C:29]=1[S:30]([CH2:33][N+:34]([O-:36])=[O:35])(=[O:32])=[O:31])[NH2:26]. The catalyst is O1CCCC1.O. The product is [Br:9][C:10]1[C:15]([F:16])=[CH:14][C:13]([S:17]([NH:26][C:25]2[CH:24]=[C:23]([CH3:22])[C:29]([S:30]([CH2:33][N+:34]([O-:36])=[O:35])(=[O:32])=[O:31])=[C:28]([CH3:37])[CH:27]=2)(=[O:19])=[O:18])=[C:12]([F:21])[CH:11]=1. The yield is 0.0620. (2) The reactants are [Br:1][C:2]1[CH:8]=[C:7]([CH3:9])[C:6]([O:10][CH3:11])=[CH:5][C:3]=1[NH2:4].[OH-].[K+].[C:14](Cl)(=[O:18])[CH:15]([CH3:17])[CH3:16]. The catalyst is ClCCl. The product is [Br:1][C:2]1[CH:8]=[C:7]([CH3:9])[C:6]([O:10][CH3:11])=[CH:5][C:3]=1[NH:4][C:14](=[O:18])[CH:15]([CH3:17])[CH3:16]. The yield is 0.990. (3) The reactants are [CH3:1][O-].[Na+].C=O.[NH2:6][C:7]1[CH:8]=[C:9]([CH:17]=[CH:18][CH:19]=1)[CH2:10][N:11]1[CH2:16][CH2:15][CH2:14][CH2:13][CH2:12]1.[BH4-].[Na+].[OH-].[K+]. The catalyst is CO. The product is [CH3:1][NH:6][C:7]1[CH:19]=[CH:18][CH:17]=[C:9]([CH2:10][N:11]2[CH2:12][CH2:13][CH2:14][CH2:15][CH2:16]2)[CH:8]=1. The yield is 0.750. (4) The reactants are [C:1]([C:3]1([C:6]2[CH:7]=[C:8]([CH:36]=[CH:37][CH:38]=2)[C:9]([NH:11][C:12]2[CH:17]=[CH:16][CH:15]=[C:14]([O:18][C:19]3[CH:20]=[N:21][C:22]([NH:25][S:26]([C:29]4[CH:34]=[CH:33][C:32]([CH3:35])=[CH:31][CH:30]=4)(=[O:28])=[O:27])=[CH:23][CH:24]=3)[CH:13]=2)=[O:10])[CH2:5][CH2:4]1)#[N:2].C(N(C(C)C)C(C)C)C.I[CH2:49][C:50]([NH2:52])=[O:51]. The catalyst is CN(C)C=O. The product is [NH2:52][C:50](=[O:51])[CH2:49][N:21]1[C:22](=[N:25][S:26]([C:29]2[CH:30]=[CH:31][C:32]([CH3:35])=[CH:33][CH:34]=2)(=[O:27])=[O:28])[CH:23]=[CH:24][C:19]([O:18][C:14]2[CH:13]=[C:12]([NH:11][C:9](=[O:10])[C:8]3[CH:36]=[CH:37][CH:38]=[C:6]([C:3]4([C:1]#[N:2])[CH2:5][CH2:4]4)[CH:7]=3)[CH:17]=[CH:16][CH:15]=2)=[CH:20]1. The yield is 0.770.